From a dataset of Forward reaction prediction with 1.9M reactions from USPTO patents (1976-2016). Predict the product of the given reaction. Given the reactants Cl[C:2]1[N:7]=[C:6]([N:8]2[CH2:13][CH2:12][O:11][CH2:10][CH2:9]2)[N:5]=[C:4]([C:14]2[CH:19]=[CH:18][C:17]([NH:20][C:21]([NH:23][CH3:24])=[O:22])=[CH:16][CH:15]=2)[N:3]=1.CC1(C)C(C)(C)OB([C:33]2[CH:39]=[CH:38][C:36]([NH2:37])=[CH:35][CH:34]=2)O1, predict the reaction product. The product is: [NH2:37][C:36]1[CH:38]=[CH:39][C:33]([C:2]2[N:7]=[C:6]([N:8]3[CH2:13][CH2:12][O:11][CH2:10][CH2:9]3)[N:5]=[C:4]([C:14]3[CH:19]=[CH:18][C:17]([NH:20][C:21]([NH:23][CH3:24])=[O:22])=[CH:16][CH:15]=3)[N:3]=2)=[CH:34][CH:35]=1.